This data is from Full USPTO retrosynthesis dataset with 1.9M reactions from patents (1976-2016). The task is: Predict the reactants needed to synthesize the given product. (1) The reactants are: C1(C)C=CC(S([O-])(=O)=O)=CC=1.[NH+]1C=CC=CC=1.O1CCCCC1[O:24][CH2:25][CH2:26][N:27]1[CH:32]=[CH:31][C:30]2[CH:33]=[CH:34][O:35][C:29]=2[C:28]1=[O:36].C(=O)([O-])O.[Na+]. Given the product [OH:24][CH2:25][CH2:26][N:27]1[CH:32]=[CH:31][C:30]2[CH:33]=[CH:34][O:35][C:29]=2[C:28]1=[O:36], predict the reactants needed to synthesize it. (2) Given the product [Cl:2][C:3]1[CH:4]=[C:5]([N:10]2[C:14](=[O:15])[C@@:13]3([C@H:19]([C:20]4[CH:21]=[CH:22][C:23]([C:24]#[N:25])=[CH:26][CH:27]=4)[CH2:18][NH:17][CH2:16]3)[N:12]([CH3:28])[C:11]2=[O:29])[CH:6]=[C:7]([Cl:9])[CH:8]=1, predict the reactants needed to synthesize it. The reactants are: Cl.[Cl:2][C:3]1[CH:4]=[C:5]([N:10]2[C:14](=[O:15])[C@@:13]3([C@H:19]([C:20]4[CH:27]=[CH:26][C:23]([C:24]#[N:25])=[CH:22][CH:21]=4)[CH2:18][NH:17][CH2:16]3)[N:12]([CH3:28])[C:11]2=[O:29])[CH:6]=[C:7]([Cl:9])[CH:8]=1.C1(C)C=CC(C([C@](C(O)=O)(O)[C@](C(C2C=CC(C)=CC=2)=O)(O)C(O)=O)=O)=CC=1. (3) Given the product [F:16][B-:17]([F:20])([F:19])[F:18].[C:9]([C:8]1[CH:11]=[CH:12][C:13]([CH3:14])=[C:6]([N+:5]#[N:1])[CH:7]=1)#[N:10], predict the reactants needed to synthesize it. The reactants are: [N:1]([O-])=O.[Na+].[NH2:5][C:6]1[CH:7]=[C:8]([CH:11]=[CH:12][C:13]=1[CH3:14])[C:9]#[N:10].Cl.[F:16][B-:17]([F:20])([F:19])[F:18].[Na+]. (4) Given the product [N:1]1[N:2]([C:6]2[CH:7]=[C:8]([NH:12][C:13]3[C:18]([C:19]([NH2:21])=[O:20])=[CH:17][N:16]=[C:15]([NH:22][C@@H:23]4[CH2:28][CH2:27][CH2:26][CH2:25][C@@H:24]4[NH2:29])[N:14]=3)[CH:9]=[CH:10][CH:11]=2)[N:3]=[CH:4][CH:5]=1.[N:30]1[N:31]([C:35]2[CH:36]=[C:37]([NH:41][C:42]3[C:47]([C:48]([NH2:50])=[O:49])=[CH:46][N:45]=[C:44]([NH:51][C@@H:52]4[CH2:57][CH2:56][CH2:55][CH2:54][C@@H:53]4[NH:58][CH2:59][C:60]#[N:61])[N:43]=3)[CH:38]=[CH:39][CH:40]=2)[N:32]=[CH:33][CH:34]=1, predict the reactants needed to synthesize it. The reactants are: [N:1]1[N:2]([C:6]2[CH:7]=[C:8]([NH:12][C:13]3[C:18]([C:19]([NH2:21])=[O:20])=[CH:17][N:16]=[C:15]([NH:22][C@H:23]4[CH2:28][CH2:27][CH2:26][CH2:25][C@H:24]4[NH2:29])[N:14]=3)[CH:9]=[CH:10][CH:11]=2)[N:3]=[CH:4][CH:5]=1.[N:30]1[N:31]([C:35]2[CH:36]=[C:37]([NH:41][C:42]3[C:47]([C:48]([NH2:50])=[O:49])=[CH:46][N:45]=[C:44]([NH:51][C@@H:52]4[CH2:57][CH2:56][CH2:55][CH2:54][C@@H:53]4[NH2:58])[N:43]=3)[CH:38]=[CH:39][CH:40]=2)[N:32]=[CH:33][CH:34]=1.[CH3:59][CH2:60][N:61](C(C)C)C(C)C.BrCC#N.